Task: Regression. Given two drug SMILES strings and cell line genomic features, predict the synergy score measuring deviation from expected non-interaction effect.. Dataset: NCI-60 drug combinations with 297,098 pairs across 59 cell lines (1) Drug 1: C1=CC(=CC=C1CC(C(=O)O)N)N(CCCl)CCCl.Cl. Drug 2: CC1=C(C=C(C=C1)NC(=O)C2=CC=C(C=C2)CN3CCN(CC3)C)NC4=NC=CC(=N4)C5=CN=CC=C5. Cell line: ACHN. Synergy scores: CSS=22.7, Synergy_ZIP=2.10, Synergy_Bliss=-0.0525, Synergy_Loewe=-15.8, Synergy_HSA=-2.76. (2) Cell line: CAKI-1. Drug 1: C1=NC(=NC(=O)N1C2C(C(C(O2)CO)O)O)N. Drug 2: CCC1(CC2CC(C3=C(CCN(C2)C1)C4=CC=CC=C4N3)(C5=C(C=C6C(=C5)C78CCN9C7C(C=CC9)(C(C(C8N6C)(C(=O)OC)O)OC(=O)C)CC)OC)C(=O)OC)O.OS(=O)(=O)O. Synergy scores: CSS=3.77, Synergy_ZIP=-2.50, Synergy_Bliss=-2.95, Synergy_Loewe=-5.13, Synergy_HSA=-2.44. (3) Drug 1: C1CN1C2=NC(=NC(=N2)N3CC3)N4CC4. Drug 2: C(=O)(N)NO. Cell line: SR. Synergy scores: CSS=53.7, Synergy_ZIP=-1.62, Synergy_Bliss=-3.79, Synergy_Loewe=-27.2, Synergy_HSA=-3.32. (4) Synergy scores: CSS=22.4, Synergy_ZIP=3.39, Synergy_Bliss=4.00, Synergy_Loewe=-11.8, Synergy_HSA=-1.82. Drug 1: CCC1(CC2CC(C3=C(CCN(C2)C1)C4=CC=CC=C4N3)(C5=C(C=C6C(=C5)C78CCN9C7C(C=CC9)(C(C(C8N6C)(C(=O)OC)O)OC(=O)C)CC)OC)C(=O)OC)O.OS(=O)(=O)O. Drug 2: CC1CCCC2(C(O2)CC(NC(=O)CC(C(C(=O)C(C1O)C)(C)C)O)C(=CC3=CSC(=N3)C)C)C. Cell line: HCT-15. (5) Drug 1: C1CC(=O)NC(=O)C1N2CC3=C(C2=O)C=CC=C3N. Drug 2: CCCCC(=O)OCC(=O)C1(CC(C2=C(C1)C(=C3C(=C2O)C(=O)C4=C(C3=O)C=CC=C4OC)O)OC5CC(C(C(O5)C)O)NC(=O)C(F)(F)F)O. Cell line: U251. Synergy scores: CSS=4.74, Synergy_ZIP=-4.47, Synergy_Bliss=-5.68, Synergy_Loewe=-1.95, Synergy_HSA=-1.87. (6) Drug 1: C#CCC(CC1=CN=C2C(=N1)C(=NC(=N2)N)N)C3=CC=C(C=C3)C(=O)NC(CCC(=O)O)C(=O)O. Drug 2: C(CC(=O)O)C(=O)CN.Cl. Cell line: A498. Synergy scores: CSS=12.0, Synergy_ZIP=5.81, Synergy_Bliss=6.22, Synergy_Loewe=-0.739, Synergy_HSA=7.03. (7) Drug 1: CC1=CC=C(C=C1)C2=CC(=NN2C3=CC=C(C=C3)S(=O)(=O)N)C(F)(F)F. Drug 2: COC1=C2C(=CC3=C1OC=C3)C=CC(=O)O2. Cell line: HOP-62. Synergy scores: CSS=5.92, Synergy_ZIP=1.69, Synergy_Bliss=-5.15, Synergy_Loewe=4.53, Synergy_HSA=-3.24.